Dataset: Reaction yield outcomes from USPTO patents with 853,638 reactions. Task: Predict the reaction yield, written as a fraction of the theoretical maximum amount of product (1.0 means a 100% yield; for example, 0.34 means a 34% yield). (1) The reactants are [CH3:1][C:2]1[CH:3]=[C:4]([CH:12]=[CH:13][CH:14]=1)[C:5]([NH:7][CH2:8]C(O)=O)=[O:6].[C:15]([O-:18])(=[O:17])[CH3:16].[C:15]([O-:18])(=[O:17])[CH3:16].[C:15]([O-:18])(=[O:17])[CH3:16].[C:15]([O-:18])(=[O:17])[CH3:16].[Pb+4]. The catalyst is C1(C)C=CC=CC=1.O.C([O-])(=O)C.[Cu+2].C([O-])(=O)C. The product is [C:15]([O:18][CH2:8][NH:7][C:5](=[O:6])[C:4]1[CH:12]=[CH:13][CH:14]=[C:2]([CH3:1])[CH:3]=1)(=[O:17])[CH3:16]. The yield is 0.740. (2) The reactants are [Cl:1][C:2]1[S:6][C:5]([C:7]2[NH:8][C:9](=O)[C:10]([CH2:14][CH3:15])=[C:11]([CH3:13])[N:12]=2)=[CH:4][CH:3]=1.O=P(Cl)(Cl)[Cl:19]. No catalyst specified. The product is [Cl:19][C:9]1[C:10]([CH2:14][CH3:15])=[C:11]([CH3:13])[N:12]=[C:7]([C:5]2[S:6][C:2]([Cl:1])=[CH:3][CH:4]=2)[N:8]=1. The yield is 0.660. (3) The reactants are C([Si](C)(C)[N:6]1[C:10]2=[N:11][CH:12]=[C:13]([C:15]([C:17]3[CH:22]=[CH:21][C:20]([N:23]([CH3:25])[CH3:24])=[CH:19][CH:18]=3)=[O:16])[CH:14]=[C:9]2[CH:8]=[CH:7]1)(C)(C)C.CCCC[N+](CCCC)(CCCC)CCCC.[F-]. The catalyst is C1COCC1. The product is [CH3:24][N:23]([CH3:25])[C:20]1[CH:19]=[CH:18][C:17]([C:15]([C:13]2[CH:14]=[C:9]3[CH:8]=[CH:7][NH:6][C:10]3=[N:11][CH:12]=2)=[O:16])=[CH:22][CH:21]=1. The yield is 0.480. (4) The reactants are [Br:1][C:2]1[CH:7]=[CH:6][C:5]([C:8]2(O)[C:12]3[CH:13]=[C:14]([NH:19][C:20](=[O:26])[CH2:21][C:22]([CH3:25])([CH3:24])[CH3:23])[C:15]([CH3:18])=[C:16]([CH3:17])[C:11]=3[O:10][C:9]2([CH3:28])[CH3:27])=[CH:4][CH:3]=1. The catalyst is C(OCC)(=O)C.CCCCCC. The product is [Br:1][C:2]1[CH:3]=[CH:4][C:5]([CH:8]2[C:12]3[CH:13]=[C:14]([NH:19][C:20](=[O:26])[CH2:21][C:22]([CH3:24])([CH3:23])[CH3:25])[C:15]([CH3:18])=[C:16]([CH3:17])[C:11]=3[O:10][C:9]2([CH3:28])[CH3:27])=[CH:6][CH:7]=1. The yield is 0.880. (5) The yield is 0.980. The reactants are OC(C(F)(F)F)=O.[CH3:8][N:9]([CH3:29])[C@H:10]([C:22]1[CH:27]=[CH:26][CH:25]=[CH:24][C:23]=1[F:28])[C:11]([O:13][C@H](C1C=CC=CC=1)C)=[O:12]. The catalyst is C(O)C.[OH-].[OH-].[Pd+2]. The product is [CH3:8][N:9]([CH3:29])[C@H:10]([C:22]1[CH:27]=[CH:26][CH:25]=[CH:24][C:23]=1[F:28])[C:11]([OH:13])=[O:12]. (6) The product is [Br:45][C:2]1[CH:7]=[CH:6][C:5]([NH:8][C:9]2[C:18]3[C:13](=[CH:14][C:15]([O:21][CH2:22][CH:23]4[O:25][CH2:24]4)=[C:16]([O:19][CH3:20])[CH:17]=3)[N:12]=[CH:11][N:10]=2)=[C:4]([F:26])[CH:3]=1. The yield is 0.260. The reactants are Cl[C:2]1[CH:7]=[CH:6][C:5]([NH:8][C:9]2[C:18]3[C:13](=[CH:14][C:15]([O:21][CH2:22][CH:23]4[O:25][CH2:24]4)=[C:16]([O:19][CH3:20])[CH:17]=3)[N:12]=[CH:11][N:10]=2)=[C:4]([F:26])[CH:3]=1.OC1C=C2C(C(NC3C=CC([Br:45])=CC=3F)=NC=N2)=CC=1OC.BrCC1OC1.C(=O)([O-])[O-].[K+].[K+]. The catalyst is CN(C=O)C. (7) The reactants are [Al+3].[Cl-].[Cl-].[Cl-].C(O[C:9](=[O:11])[CH3:10])(=O)C.[C:12]1([S:18]([N:21]2[C:29]3[C:24](=[CH:25][CH:26]=[CH:27][CH:28]=3)[CH2:23][CH2:22]2)(=[O:20])=[O:19])[CH:17]=[CH:16][CH:15]=[CH:14][CH:13]=1. The catalyst is C(Cl)Cl. The product is [C:12]1([S:18]([N:21]2[C:29]3[C:24](=[CH:25][C:26]([C:9](=[O:11])[CH3:10])=[CH:27][CH:28]=3)[CH2:23][CH2:22]2)(=[O:20])=[O:19])[CH:13]=[CH:14][CH:15]=[CH:16][CH:17]=1. The yield is 0.790.